This data is from Forward reaction prediction with 1.9M reactions from USPTO patents (1976-2016). The task is: Predict the product of the given reaction. (1) Given the reactants [C:1]([O:5][C:6]([N:8]1[C@H:12]([CH2:13][C:14]2[CH:19]=[CH:18][C:17]([C:20]3[CH:25]=[CH:24][CH:23]=[CH:22][CH:21]=3)=[CH:16][CH:15]=2)[CH2:11][CH:10]([CH2:26][OH:27])[C:9]1=[O:28])=[O:7])([CH3:4])([CH3:3])[CH3:2].C(Cl)(Cl)Cl.C(N(CC)CC)C.[C:40]1([CH3:60])[CH:45]=[CH:44][C:43]([S:46](O[S:46]([C:43]2[CH:44]=[CH:45][C:40]([CH3:60])=[CH:41][CH:42]=2)(=[O:48])=[O:47])(=[O:48])=[O:47])=[CH:42][CH:41]=1, predict the reaction product. The product is: [C:1]([O:5][C:6]([N:8]1[C@H:12]([CH2:13][C:14]2[CH:15]=[CH:16][C:17]([C:20]3[CH:21]=[CH:22][CH:23]=[CH:24][CH:25]=3)=[CH:18][CH:19]=2)[CH2:11][CH:10]([CH2:26][O:27][S:46]([C:43]2[CH:44]=[CH:45][C:40]([CH3:60])=[CH:41][CH:42]=2)(=[O:48])=[O:47])[C:9]1=[O:28])=[O:7])([CH3:3])([CH3:2])[CH3:4]. (2) Given the reactants [Cl:1][C:2]1[CH:7]=[CH:6][C:5]([S:8](Cl)(=[O:10])=[O:9])=[CH:4][C:3]=1[N+:12]([O-:14])=[O:13].C(N(CC)CC)C.[NH:22]1[CH2:27][CH2:26][O:25][CH2:24][CH2:23]1, predict the reaction product. The product is: [Cl:1][C:2]1[CH:7]=[CH:6][C:5]([S:8]([N:22]2[CH2:27][CH2:26][O:25][CH2:24][CH2:23]2)(=[O:10])=[O:9])=[CH:4][C:3]=1[N+:12]([O-:14])=[O:13]. (3) Given the reactants [C:1]([C:5]1[CH:6]=[C:7]([NH:36][S:37]([CH3:40])(=[O:39])=[O:38])[C:8]([O:34][CH3:35])=[C:9]([NH:11][C:12]([C:14]2[N:15]([CH3:33])[C:16]3[C:21]([CH:22]=2)=[CH:20][CH:19]=[CH:18][C:17]=3[CH2:23][N:24]2[CH2:29][CH2:28][CH:27]([C:30](O)=[O:31])[CH2:26][CH2:25]2)=[O:13])[CH:10]=1)([CH3:4])([CH3:3])[CH3:2].[CH3:41][N:42]([CH3:48])[C@H:43]1[CH2:47][CH2:46][NH:45][CH2:44]1, predict the reaction product. The product is: [C:1]([C:5]1[CH:6]=[C:7]([NH:36][S:37]([CH3:40])(=[O:38])=[O:39])[C:8]([O:34][CH3:35])=[C:9]([NH:11][C:12]([C:14]2[N:15]([CH3:33])[C:16]3[C:21]([CH:22]=2)=[CH:20][CH:19]=[CH:18][C:17]=3[CH2:23][N:24]2[CH2:25][CH2:26][CH:27]([C:30]([N:45]3[CH2:46][CH2:47][C@H:43]([N:42]([CH3:48])[CH3:41])[CH2:44]3)=[O:31])[CH2:28][CH2:29]2)=[O:13])[CH:10]=1)([CH3:4])([CH3:3])[CH3:2]. (4) The product is: [CH3:1][S:2]([OH:5])(=[O:4])=[O:3].[CH3:20][O:19][C:16]1[CH:17]=[CH:18][C:13]([C:9]2[O:8][C:7]([CH3:31])([CH3:6])[C:11](=[O:12])[C:10]=2[C:13]2[CH:14]=[CH:15][C:16]([O:19][CH2:20][C:21]3[N:22]=[C:23]4[CH:28]=[CH:27][CH:26]=[C:25]([CH3:29])[N:24]4[CH:30]=3)=[CH:17][CH:18]=2)=[CH:14][CH:15]=1. Given the reactants [CH3:1][S:2]([OH:5])(=[O:4])=[O:3].[CH3:6][C:7]1([CH3:31])[C:11](=[O:12])[C:10]([C:13]2[CH:18]=[CH:17][C:16]([O:19][CH2:20][C:21]3[N:22]=[C:23]4[CH:28]=[CH:27][CH:26]=[C:25]([CH3:29])[N:24]4[CH:30]=3)=[CH:15][CH:14]=2)=[CH:9][O:8]1, predict the reaction product. (5) Given the reactants Br[C:2]1[C:10]2[N:9]3[CH2:11][CH2:12][NH:13][C:14](=[O:15])[C:8]3=[C:7]([CH3:16])[C:6]=2[CH:5]=[C:4]([F:17])[CH:3]=1.[Cl:18][C:19]1[CH:20]=[C:21](B(O)O)[CH:22]=[CH:23][C:24]=1[Cl:25], predict the reaction product. The product is: [Cl:18][C:19]1[CH:20]=[C:21]([C:2]2[C:10]3[N:9]4[CH2:11][CH2:12][NH:13][C:14](=[O:15])[C:8]4=[C:7]([CH3:16])[C:6]=3[CH:5]=[C:4]([F:17])[CH:3]=2)[CH:22]=[CH:23][C:24]=1[Cl:25].